Dataset: Full USPTO retrosynthesis dataset with 1.9M reactions from patents (1976-2016). Task: Predict the reactants needed to synthesize the given product. (1) Given the product [C:13]([O-:15])([OH:23])=[O:14].[Na+:25].[Br:2][C:3]1[S:7][C:6]([C:8]2[NH:9][C:10]3[C:19]([O:20][CH3:21])=[CH:18][CH:17]=[C:12]([C:13]([O:15][CH3:16])=[O:14])[C:11]=3[N:22]=2)=[CH:5][CH:4]=1, predict the reactants needed to synthesize it. The reactants are: Cl.[Br:2][C:3]1[S:7][C:6]([C:8](=[NH:22])[NH:9][C:10]2[CH:11]=[C:12]([CH:17]=[CH:18][C:19]=2[O:20][CH3:21])[C:13]([O:15][CH3:16])=[O:14])=[CH:5][CH:4]=1.[O-:23]Cl.[Na+:25]. (2) Given the product [CH3:10][O:9][C:7]1[CH:6]=[C:5]([C:11]([CH3:15])([CH3:14])[CH2:12][OH:13])[CH:4]=[C:3]([O:2][CH3:1])[CH:8]=1, predict the reactants needed to synthesize it. The reactants are: [CH3:1][O:2][C:3]1[CH:4]=[C:5]([C:11]([CH3:15])([CH3:14])[CH:12]=[O:13])[CH:6]=[C:7]([O:9][CH3:10])[CH:8]=1.[BH4-].[Na+].